From a dataset of Reaction yield outcomes from USPTO patents with 853,638 reactions. Predict the reaction yield, written as a fraction of the theoretical maximum amount of product (1.0 means a 100% yield; for example, 0.34 means a 34% yield). (1) The reactants are Br[CH2:2][C:3]1[CH:4]=[C:5](CN(CC)CC)C=[CH:7][C:8]=1[Cl:9].[CH3:16][C:17]1[N:22]=[C:21]([SH:23])[N:20]=[C:19]([OH:24])[CH:18]=1.[CH2:25]([N:27]([CH2:30][CH3:31])[CH2:28][CH3:29])[CH3:26]. The catalyst is C(O)C. The product is [Cl:9][C:8]1[CH:7]=[C:26]([CH2:25][N:27]([CH2:30][CH3:31])[CH2:28][CH3:29])[CH:5]=[CH:4][C:3]=1[CH2:2][S:23][C:21]1[N:20]=[C:19]([OH:24])[CH:18]=[C:17]([CH3:16])[N:22]=1. The yield is 0.390. (2) The reactants are [NH:1]1[CH2:6][CH2:5][O:4][C@H:3]([CH2:7][OH:8])[CH2:2]1.[OH-].[Na+].[C:11]([O:15][C:16](O[C:16]([O:15][C:11]([CH3:14])([CH3:13])[CH3:12])=[O:17])=[O:17])([CH3:14])([CH3:13])[CH3:12]. The catalyst is C(Cl)Cl.O. The product is [C:11]([O:15][C:16]([N:1]1[CH2:6][CH2:5][O:4][C@H:3]([CH2:7][OH:8])[CH2:2]1)=[O:17])([CH3:14])([CH3:13])[CH3:12]. The yield is 0.710.